Regression. Given a peptide amino acid sequence and an MHC pseudo amino acid sequence, predict their binding affinity value. This is MHC class I binding data. From a dataset of Peptide-MHC class I binding affinity with 185,985 pairs from IEDB/IMGT. The peptide sequence is PTPINNEKDII. The MHC is Mamu-A01 with pseudo-sequence Mamu-A01. The binding affinity (normalized) is 0.281.